Task: Predict the product of the given reaction.. Dataset: Forward reaction prediction with 1.9M reactions from USPTO patents (1976-2016) Given the reactants COC[O:4][CH:5]1[CH2:8][C:7]([C:14]2[N:18]3[CH2:19][CH2:20][CH2:21][CH2:22][CH2:23][CH2:24][C:17]3=[N:16][N:15]=2)([C:9]2[S:10][CH:11]=[CH:12][CH:13]=2)[CH2:6]1.FC(F)(F)C(O)=O, predict the reaction product. The product is: [N:16]1[N:15]=[C:14]([C:7]2([C:9]3[S:10][CH:11]=[CH:12][CH:13]=3)[CH2:6][CH:5]([OH:4])[CH2:8]2)[N:18]2[CH2:19][CH2:20][CH2:21][CH2:22][CH2:23][CH2:24][C:17]=12.